This data is from Reaction yield outcomes from USPTO patents with 853,638 reactions. The task is: Predict the reaction yield, written as a fraction of the theoretical maximum amount of product (1.0 means a 100% yield; for example, 0.34 means a 34% yield). The reactants are [CH2:1]([O:3][C:4](=[O:19])[CH:5]([C:14]([O:16]CC)=[O:15])[CH2:6][C:7]([O:9][C:10]([CH3:13])([CH3:12])[CH3:11])=[O:8])[CH3:2].[OH-].[K+]. The catalyst is C(O)C. The product is [C:10]([O:9][C:7](=[O:8])[CH2:6][CH:5]([C:4]([O:3][CH2:1][CH3:2])=[O:19])[C:14]([OH:16])=[O:15])([CH3:13])([CH3:12])[CH3:11]. The yield is 0.606.